Task: Predict the product of the given reaction.. Dataset: Forward reaction prediction with 1.9M reactions from USPTO patents (1976-2016) Given the reactants C(NC1C=CC(C2C=C3C(CN([C@@H](C(C)C)C(O)=O)C3=O)=CC=2)=CC=1)(=O)C1C=CC=CC=1.[Cl:33][C:34]1[CH:35]=[C:36]([CH:64]=[CH:65][CH:66]=1)[C:37]([NH:39][C:40]1[CH:45]=[CH:44][C:43]([C:46]2[CH:54]=[C:53]3[C:49]([CH2:50][N:51]([C@@H:56]([CH:61]([CH3:63])[CH3:62])[C:57]([O:59]C)=[O:58])[C:52]3=[O:55])=[CH:48][CH:47]=2)=[CH:42][CH:41]=1)=[O:38], predict the reaction product. The product is: [Cl:33][C:34]1[CH:35]=[C:36]([CH:64]=[CH:65][CH:66]=1)[C:37]([NH:39][C:40]1[CH:45]=[CH:44][C:43]([C:46]2[CH:54]=[C:53]3[C:49]([CH2:50][N:51]([C@@H:56]([CH:61]([CH3:63])[CH3:62])[C:57]([OH:59])=[O:58])[C:52]3=[O:55])=[CH:48][CH:47]=2)=[CH:42][CH:41]=1)=[O:38].